This data is from Peptide-MHC class II binding affinity with 134,281 pairs from IEDB. The task is: Regression. Given a peptide amino acid sequence and an MHC pseudo amino acid sequence, predict their binding affinity value. This is MHC class II binding data. (1) The peptide sequence is LEAAVKQAYAATIAA. The MHC is DRB1_1201 with pseudo-sequence DRB1_1201. The binding affinity (normalized) is 0.204. (2) The peptide sequence is CDGRGKSTRSTTDSG. The MHC is DRB1_0901 with pseudo-sequence DRB1_0901. The binding affinity (normalized) is 0.281. (3) The peptide sequence is IAAYTAALVSGTATA. The MHC is DRB1_1501 with pseudo-sequence DRB1_1501. The binding affinity (normalized) is 0.852. (4) The binding affinity (normalized) is 0.719. The MHC is DRB1_0802 with pseudo-sequence DRB1_0802. The peptide sequence is ASEGAVDIINRWQVV. (5) The peptide sequence is SQDILLAPLLSAGIF. The MHC is DRB5_0101 with pseudo-sequence DRB5_0101. The binding affinity (normalized) is 0.439.